This data is from Forward reaction prediction with 1.9M reactions from USPTO patents (1976-2016). The task is: Predict the product of the given reaction. (1) The product is: [S:1]1[CH:5]=[CH:4][C:3]2[CH:6]([OH:15])[C:7]3[CH:14]=[CH:13][CH:12]=[CH:11][C:8]=3[CH2:9][CH2:10][C:2]1=2. Given the reactants [S:1]1[CH:5]=[CH:4][C:3]2[C:6](=[O:15])[C:7]3[CH:14]=[CH:13][CH:12]=[CH:11][C:8]=3[CH2:9][CH2:10][C:2]1=2.C1COCC1.[BH4-].[Na+].[NH4+].[Cl-], predict the reaction product. (2) Given the reactants COC1C=CC([C@@H]2C(=O)N([C@@H]([C@H](C3C=CC=CC=3)C)C([NH:18][C:19]3[S:20][CH:21]=[C:22]([C:24](=[O:27])CC)[N:23]=3)=O)C(=O)N2)=CC=1.[CH3:37][O-:38].[Na+], predict the reaction product. The product is: [CH3:37][O:38][C:24]([C:22]1[N:23]=[C:19]([NH2:18])[S:20][CH:21]=1)=[O:27].